This data is from Full USPTO retrosynthesis dataset with 1.9M reactions from patents (1976-2016). The task is: Predict the reactants needed to synthesize the given product. The reactants are: C([O:3][C:4]([C:6]1[N:11]=[C:10]([C:12]2[C:13]([CH3:22])=[N:14][C:15]([O:20]C)=[C:16]([CH2:18][CH3:19])[CH:17]=2)[CH:9]=[CH:8][CH:7]=1)=[O:5])C.C[Si](Cl)(C)C. Given the product [CH2:18]([C:16]1[C:15](=[O:20])[NH:14][C:13]([CH3:22])=[C:12]([C:10]2[CH:9]=[CH:8][CH:7]=[C:6]([C:4]([OH:5])=[O:3])[N:11]=2)[CH:17]=1)[CH3:19], predict the reactants needed to synthesize it.